This data is from Full USPTO retrosynthesis dataset with 1.9M reactions from patents (1976-2016). The task is: Predict the reactants needed to synthesize the given product. (1) Given the product [CH2:36]([N:29]([CH:30]1[CH2:35][CH2:34][O:33][CH2:32][CH2:31]1)[C:28]1[C:4]2[CH2:1][CH:2]=[CH:20][CH2:19][N:17]([CH3:18])[CH2:16][C:15]3[CH:14]=[C:13]([CH3:22])[N:12]=[C:11]([O:23][CH3:24])[C:10]=3[CH2:9][NH:8][C:6](=[O:7])[C:5]=2[CH:25]=[CH:26][CH:27]=1)[CH3:37], predict the reactants needed to synthesize it. The reactants are: [CH2:1]([C:4]1[C:28]([N:29]([CH2:36][CH3:37])[CH:30]2[CH2:35][CH2:34][O:33][CH2:32][CH2:31]2)=[CH:27][CH:26]=[CH:25][C:5]=1[C:6]([NH:8][CH2:9][C:10]1[C:11]([O:23][CH3:24])=[N:12][C:13]([CH3:22])=[CH:14][C:15]=1[CH2:16][N:17]([CH2:19][CH:20]=C)[CH3:18])=[O:7])[CH:2]=C. (2) Given the product [OH:8][C:9]1[C:14]2[NH:15][C:16](=[O:19])[CH2:17][O:18][C:13]=2[C:12]([CH:20]([OH:24])[CH2:21][NH:40][C:37]2([CH2:36][CH2:35][C:26]3[CH:27]=[CH:28][C:29]4[C:34](=[CH:33][CH:32]=[CH:31][CH:30]=4)[CH:25]=3)[CH2:39][CH2:38]2)=[CH:11][CH:10]=1, predict the reactants needed to synthesize it. The reactants are: C([O:8][C:9]1[C:14]2[NH:15][C:16](=[O:19])[CH2:17][O:18][C:13]=2[C:12]([C:20](=[O:24])[CH:21](O)O)=[CH:11][CH:10]=1)C1C=CC=CC=1.[CH:25]1[C:34]2[C:29](=[CH:30][CH:31]=[CH:32][CH:33]=2)[CH:28]=[CH:27][C:26]=1[CH2:35][CH2:36][C:37]1([NH2:40])[CH2:39][CH2:38]1. (3) Given the product [C@H:14]1([O:13][C@@H:5]2[C@@H:7]([OH:8])[C@H:9]([CH3:11])[O:10][C@@H:2]([O:1][CH3:12])[C@@H:3]2[OH:4])[O:22][C@H:21]([CH2:23][OH:24])[C@@H:19]([OH:20])[C@H:17]([OH:18])[C@H:15]1[OH:16], predict the reactants needed to synthesize it. The reactants are: [O:1]([CH3:12])[C@@H:2]1[O:10][C@@H:9]([CH3:11])[C@H:7]([OH:8])[C@@H:5](O)[C@H:3]1[OH:4].[OH:13][CH2:14][C:15]([C@H:17]([C@@H:19]([C@@H:21]([CH2:23][OH:24])[OH:22])[OH:20])[OH:18])=[O:16].C(O)[C@H]1O[C@H](O[C@]2(CO)O[C@H](CO)[C@@H](O)[C@@H]2O)[C@H](O)[C@@H](O)[C@@H]1O.C(OC(=O)C)(=O)C. (4) Given the product [C:1]([O:5][C:6]([N:8]([CH2:21][CH:22]1[CH2:27][CH2:26][N:25]([C:28]([C:30]2[CH:31]=[C:32]([CH:37]=[CH:38][CH:39]=2)[C:33]([OH:35])=[O:34])=[O:29])[CH2:24][CH:23]1[C:40]1[CH:41]=[CH:42][CH:43]=[CH:44][CH:45]=1)[C@@H:9]([C:11]1[C:20]2[C:15](=[CH:16][CH:17]=[CH:18][CH:19]=2)[CH:14]=[CH:13][CH:12]=1)[CH3:10])=[O:7])([CH3:2])([CH3:3])[CH3:4], predict the reactants needed to synthesize it. The reactants are: [C:1]([O:5][C:6]([N:8]([CH2:21][CH:22]1[CH2:27][CH2:26][N:25]([C:28]([C:30]2[CH:31]=[C:32]([CH:37]=[CH:38][CH:39]=2)[C:33]([O:35]C)=[O:34])=[O:29])[CH2:24][CH:23]1[C:40]1[CH:45]=[CH:44][CH:43]=[CH:42][CH:41]=1)[C@@H:9]([C:11]1[C:20]2[C:15](=[CH:16][CH:17]=[CH:18][CH:19]=2)[CH:14]=[CH:13][CH:12]=1)[CH3:10])=[O:7])([CH3:4])([CH3:3])[CH3:2].C1COCC1.[OH-].[Na+].Cl.